Dataset: Forward reaction prediction with 1.9M reactions from USPTO patents (1976-2016). Task: Predict the product of the given reaction. (1) Given the reactants [Cl:1][C:2]1[CH:11]=[CH:10][C:5]([C:6]([O:8]C)=[O:7])=[CH:4][C:3]=1[NH:12][C:13]([C:15]1[C:16](=[O:27])[NH:17][C:18]2[C:23]([CH:24]=1)=[CH:22][CH:21]=[C:20]([O:25][CH3:26])[N:19]=2)=[O:14].[OH-].[Na+], predict the reaction product. The product is: [Cl:1][C:2]1[CH:11]=[CH:10][C:5]([C:6]([OH:8])=[O:7])=[CH:4][C:3]=1[NH:12][C:13]([C:15]1[C:16](=[O:27])[NH:17][C:18]2[C:23]([CH:24]=1)=[CH:22][CH:21]=[C:20]([O:25][CH3:26])[N:19]=2)=[O:14]. (2) Given the reactants C1C=CC2N(O)N=NC=2C=1.CCN=C=NCCCN(C)C.CCN(C(C)C)C(C)C.[Cl:31][C:32]1[CH:37]=[C:36]([CH3:38])[CH:35]=[CH:34][C:33]=1[CH:39]([C:41]1[CH:46]=[CH:45][CH:44]=[CH:43][CH:42]=1)[NH2:40].[C:47]([C:55]1[O:56][C:57]2[CH:63]=[CH:62][C:61]([CH2:64][C:65](O)=[O:66])=[CH:60][C:58]=2[CH:59]=1)(=[O:54])[C:48]1[CH:53]=[CH:52][N:51]=[CH:50][CH:49]=1, predict the reaction product. The product is: [Cl:31][C:32]1[CH:37]=[C:36]([CH3:38])[CH:35]=[CH:34][C:33]=1[CH:39]([C:41]1[CH:42]=[CH:43][CH:44]=[CH:45][CH:46]=1)[NH:40][C:65](=[O:66])[CH2:64][C:61]1[CH:62]=[CH:63][C:57]2[O:56][C:55]([C:47](=[O:54])[C:48]3[CH:53]=[CH:52][N:51]=[CH:50][CH:49]=3)=[CH:59][C:58]=2[CH:60]=1. (3) Given the reactants [O:1]=[C:2]1[NH:6][C:5]([C:7]2[CH:12]=[CH:11][CH:10]=[CH:9][CH:8]=2)=[CH:4][N:3]1[CH2:13][C:14]([O:16][C:17]([CH3:20])([CH3:19])[CH3:18])=[O:15].[CH:21]1([CH2:24]Br)[CH2:23][CH2:22]1.C(=O)([O-])[O-].[Cs+].[Cs+], predict the reaction product. The product is: [CH:21]1([CH2:24][N:6]2[C:5]([C:7]3[CH:12]=[CH:11][CH:10]=[CH:9][CH:8]=3)=[CH:4][N:3]([CH2:13][C:14]([O:16][C:17]([CH3:20])([CH3:19])[CH3:18])=[O:15])[C:2]2=[O:1])[CH2:23][CH2:22]1. (4) Given the reactants [NH:1]1[CH:5]=[C:4]([C:6]2[C:7]([C:12]3[CH:17]=[CH:16][CH:15]=[CH:14][CH:13]=3)=[N:8][O:9][C:10]=2[CH3:11])[N:3]=[CH:2]1.[N+:18]([C:21]1[CH:22]=[C:23](B(O)O)[CH:24]=[CH:25][CH:26]=1)([O-:20])=[O:19], predict the reaction product. The product is: [CH3:11][C:10]1[O:9][N:8]=[C:7]([C:12]2[CH:13]=[CH:14][CH:15]=[CH:16][CH:17]=2)[C:6]=1[C:4]1[N:3]=[CH:2][N:1]([C:25]2[CH:24]=[CH:23][CH:22]=[C:21]([N+:18]([O-:20])=[O:19])[CH:26]=2)[CH:5]=1. (5) The product is: [S:15]1[CH:16]=[CH:17][N:18]=[C:14]1[NH:13][C:7]1[C:6]2[C:10](=[CH:11][CH:12]=[C:4]([NH2:1])[CH:5]=2)[NH:9][N:8]=1. Given the reactants [N+:1]([C:4]1[CH:5]=[C:6]2[C:10](=[CH:11][CH:12]=1)[NH:9][N:8]=[C:7]2[NH:13][C:14]1[S:15][CH:16]=[CH:17][N:18]=1)([O-])=O.Cl, predict the reaction product. (6) Given the reactants [F:1][C:2]1[C:7]([O:8][CH3:9])=[C:6]([O:10][CH3:11])[CH:5]=[CH:4][C:3]=1[CH2:12][C:13]#[N:14].[Li]N.Br[CH2:18][CH2:19]Cl, predict the reaction product. The product is: [F:1][C:2]1[C:7]([O:8][CH3:9])=[C:6]([O:10][CH3:11])[CH:5]=[CH:4][C:3]=1[C:12]1([C:13]#[N:14])[CH2:19][CH2:18]1. (7) Given the reactants [Cl:1][C:2]1[CH:10]=[C:9]2[C:5]([CH:6]=[C:7]([C:22]3[CH:27]=[CH:26][CH:25]=[CH:24][CH:23]=3)[N:8]2[CH2:11][C:12]2[O:16][C:15]([C:17](OCC)=[O:18])=[CH:14][CH:13]=2)=[CH:4][C:3]=1[O:28][CH3:29].[NH3:30], predict the reaction product. The product is: [Cl:1][C:2]1[CH:10]=[C:9]2[C:5]([CH:6]=[C:7]([C:22]3[CH:27]=[CH:26][CH:25]=[CH:24][CH:23]=3)[N:8]2[CH2:11][C:12]2[O:16][C:15]([C:17]([NH2:30])=[O:18])=[CH:14][CH:13]=2)=[CH:4][C:3]=1[O:28][CH3:29].